This data is from Reaction yield outcomes from USPTO patents with 853,638 reactions. The task is: Predict the reaction yield, written as a fraction of the theoretical maximum amount of product (1.0 means a 100% yield; for example, 0.34 means a 34% yield). (1) The reactants are [CH:1]1([N:4]2[CH:8]=[C:7]([C:9]3[CH:10]=[C:11]4[C:16](=[CH:17][CH:18]=3)[N:15]([C:19](=[O:21])[CH3:20])[C@@H:14]([CH3:22])[CH2:13][NH:12]4)[CH:6]=[N:5]2)[CH2:3][CH2:2]1.Br[C:24]1[C:32]2[C:27](=[CH:28][CH:29]=[CH:30][CH:31]=2)[N:26]([CH:33]2[CH2:38][CH2:37][CH2:36][CH2:35][O:34]2)[N:25]=1.C1(P(C2C=CC=CC=2)C2C3OC4C(=CC=CC=4P(C4C=CC=CC=4)C4C=CC=CC=4)C(C)(C)C=3C=CC=2)C=CC=CC=1.C(=O)([O-])[O-].[Cs+].[Cs+]. The catalyst is C1C=CC(/C=C/C(/C=C/C2C=CC=CC=2)=O)=CC=1.C1C=CC(/C=C/C(/C=C/C2C=CC=CC=2)=O)=CC=1.C1C=CC(/C=C/C(/C=C/C2C=CC=CC=2)=O)=CC=1.[Pd].[Pd].O1CCOCC1.C(O)(C)(C)C. The product is [CH:1]1([N:4]2[CH:8]=[C:7]([C:9]3[CH:10]=[C:11]4[C:16](=[CH:17][CH:18]=3)[N:15]([C:19](=[O:21])[CH3:20])[C@@H:14]([CH3:22])[CH2:13][N:12]4[C:24]3[C:32]4[C:27](=[CH:28][CH:29]=[CH:30][CH:31]=4)[N:26]([CH:33]4[CH2:38][CH2:37][CH2:36][CH2:35][O:34]4)[N:25]=3)[CH:6]=[N:5]2)[CH2:3][CH2:2]1. The yield is 0.570. (2) The yield is 0.710. The catalyst is C(O)C. The reactants are [CH2:1]([O:8][C:9](=[O:19])[NH:10][C:11]([C:17]#[N:18])([CH3:16])[CH2:12][CH:13]1[CH2:15][CH2:14]1)[C:2]1[CH:7]=[CH:6][CH:5]=[CH:4][CH:3]=1.C(N(CC)CC)C.Cl.[NH2:28][OH:29]. The product is [CH2:1]([O:8][C:9](=[O:19])[NH:10][C:11]([C:17](=[NH:18])[NH:28][OH:29])([CH3:16])[CH2:12][CH:13]1[CH2:15][CH2:14]1)[C:2]1[CH:7]=[CH:6][CH:5]=[CH:4][CH:3]=1. (3) The reactants are [CH3:1][O:2][C:3]1[CH:12]=[CH:11][C:10]2[C:5](=[CH:6][CH:7]=[C:8]([CH:13]([CH3:18])[CH2:14][CH2:15][CH2:16][CH3:17])[CH:9]=2)[CH:4]=1.C([Li])CCC.[CH3:24][S:25]SC. The catalyst is C1COCC1. The product is [CH3:1][O:2][C:3]1[C:12]([S:25][CH3:24])=[CH:11][C:10]2[C:5](=[CH:6][CH:7]=[C:8]([CH:13]([CH3:18])[CH2:14][CH2:15][CH2:16][CH3:17])[CH:9]=2)[CH:4]=1. The yield is 0.740. (4) The reactants are [Br:1][C:2]1[CH:3]=[C:4]([CH:8]=[CH:9][N:10]=1)[C:5]([OH:7])=O.CN(C(ON1N=NC2C=CC=CC1=2)=[N+](C)C)C.[B-](F)(F)(F)F.CCN(C(C)C)C(C)C.[NH2:42][CH2:43][C@H:44]1[CH2:49][CH2:48][C@H:47]([CH2:50][NH:51][C:52](=[O:58])[O:53][C:54]([CH3:57])([CH3:56])[CH3:55])[CH2:46][CH2:45]1. The catalyst is CN(C=O)C.O. The product is [Br:1][C:2]1[CH:3]=[C:4]([CH:8]=[CH:9][N:10]=1)[C:5]([NH:42][CH2:43][C@H:44]1[CH2:45][CH2:46][C@H:47]([CH2:50][NH:51][C:52](=[O:58])[O:53][C:54]([CH3:56])([CH3:55])[CH3:57])[CH2:48][CH2:49]1)=[O:7]. The yield is 0.960. (5) The reactants are Br[C:2]1[CH:7]=[CH:6][CH:5]=[CH:4][N:3]=1.[CH2:8]([N:12]1[N:16]=[C:15]2[CH:17]=[CH:18][CH:19]=[C:20]([Cl:21])[C:14]2=[N:13]1)[CH2:9][C:10]#[CH:11]. No catalyst specified. The product is [Cl:21][C:20]1[C:14]2[C:15](=[N:16][N:12]([CH2:8][CH2:9][C:10]#[C:11][C:2]3[CH:7]=[CH:6][CH:5]=[CH:4][N:3]=3)[N:13]=2)[CH:17]=[CH:18][CH:19]=1. The yield is 0.290. (6) The catalyst is C(Cl)Cl. The product is [F:32][C:30]1([F:33])[O:29][C:28]2[CH:34]=[CH:35][C:25]([C@H:23]([NH:22][C:21]([N:18]3[C:19](=[O:20])[C@H:16]([CH2:15][C:13]4[CH:12]=[CH:11][N:10]=[C:9]([NH:8][C:62]([O:64][CH2:65][O:66][C:67](=[O:71])[CH:68]([CH3:70])[CH3:69])=[O:61])[CH:14]=4)[C@H:17]3[C:37]([OH:39])=[O:38])=[O:36])[CH3:24])=[CH:26][C:27]=2[O:31]1. The reactants are FC(F)(F)C(O)=O.[NH2:8][C:9]1[CH:14]=[C:13]([CH2:15][C@H:16]2[C:19](=[O:20])[N:18]([C:21](=[O:36])[NH:22][C@@H:23]([C:25]3[CH:35]=[CH:34][C:28]4[O:29][C:30]([F:33])([F:32])[O:31][C:27]=4[CH:26]=3)[CH3:24])[C@@H:17]2[C:37]([OH:39])=[O:38])[CH:12]=[CH:11][N:10]=1.Cl[Si](C)(C)C.C(N(CC)C(C)C)(C)C.[N+](C1C=CC([O:61][C:62]([O:64][CH2:65][O:66][C:67](=[O:71])[CH:68]([CH3:70])[CH3:69])=O)=CC=1)([O-])=O. The yield is 0.380. (7) The reactants are C([N:8]1[CH2:21][CH2:20][C:19]2[C:18]3[CH:17]=[CH:16][C:15]([C:22]4[CH:27]=[CH:26][CH:25]=[CH:24][CH:23]=4)=[CH:14][C:13]=3[NH:12][C:11]=2[CH2:10][CH2:9]1)C1C=CC=CC=1. The catalyst is C(O)(=O)C.C(O)C.[Pd]. The product is [C:22]1([C:15]2[CH:16]=[CH:17][C:18]3[C:19]4[CH2:20][CH2:21][NH:8][CH2:9][CH2:10][C:11]=4[NH:12][C:13]=3[CH:14]=2)[CH:23]=[CH:24][CH:25]=[CH:26][CH:27]=1. The yield is 0.510. (8) The reactants are [F:1][C:2]([F:7])([F:6])[C:3]([OH:5])=[O:4].FC(F)(F)C(O)=O.[Cl:15][C:16]1[CH:17]=[N:18][C:19]2[NH:20][C:21]3[CH:22]=[CH:23][CH:24]=[C:25]([CH:47]=3)[CH2:26][CH2:27][C:28]3[CH:36]=[C:32]([NH:33][C:34]=1[N:35]=2)[CH:31]=[CH:30][C:29]=3[NH:37][C:38](=[O:46])[CH2:39][CH:40]1[CH2:45][CH2:44][NH:43][CH2:42][CH2:41]1.[C:48]1([N:54]=[C:55]=[O:56])[CH:53]=[CH:52][CH:51]=[CH:50][CH:49]=1. No catalyst specified. The product is [F:1][C:2]([F:7])([F:6])[C:3]([OH:5])=[O:4].[Cl:15][C:16]1[CH:17]=[N:18][C:19]2[NH:20][C:21]3[CH:22]=[CH:23][CH:24]=[C:25]([CH:47]=3)[CH2:26][CH2:27][C:28]3[CH:36]=[C:32]([NH:33][C:34]=1[N:35]=2)[CH:31]=[CH:30][C:29]=3[NH:37][C:38](=[O:46])[CH2:39][CH:40]1[CH2:45][CH2:44][N:43]([C:55]([NH:54][C:48]2[CH:53]=[CH:52][CH:51]=[CH:50][CH:49]=2)=[O:56])[CH2:42][CH2:41]1. The yield is 0.530.